The task is: Predict the product of the given reaction.. This data is from Forward reaction prediction with 1.9M reactions from USPTO patents (1976-2016). (1) The product is: [CH2:27]([O:26][C:25](=[O:29])[NH:1][CH2:2][C:3]1[C:12]2[C:7](=[CH:8][CH:9]=[CH:10][CH:11]=2)[C:6](=[O:13])[N:5]([NH:14][C:15](=[O:24])[CH2:16][C:17]2[CH:18]=[CH:19][C:20]([Cl:23])=[CH:21][CH:22]=2)[N:4]=1)[CH3:28]. Given the reactants [NH2:1][CH2:2][C:3]1[C:12]2[C:7](=[CH:8][CH:9]=[CH:10][CH:11]=2)[C:6](=[O:13])[N:5]([NH:14][C:15](=[O:24])[CH2:16][C:17]2[CH:22]=[CH:21][C:20]([Cl:23])=[CH:19][CH:18]=2)[N:4]=1.[C:25](Cl)(=[O:29])[O:26][CH2:27][CH3:28], predict the reaction product. (2) Given the reactants [C:1]1([CH2:7][CH2:8][C:9]2[CH:14]=[CH:13][C:12]([C:15]3[N:20]=[CH:19][N:18]=[C:17]([NH:21][C@H:22]([C:30]([O:32]C)=[O:31])[CH2:23][C:24]4[CH:29]=[CH:28][CH:27]=[CH:26][CH:25]=4)[CH:16]=3)=[CH:11][CH:10]=2)[CH:6]=[CH:5][CH:4]=[CH:3][CH:2]=1.[OH-].[Na+], predict the reaction product. The product is: [C:1]1([CH2:7][CH2:8][C:9]2[CH:10]=[CH:11][C:12]([C:15]3[N:20]=[CH:19][N:18]=[C:17]([NH:21][C@H:22]([C:30]([OH:32])=[O:31])[CH2:23][C:24]4[CH:25]=[CH:26][CH:27]=[CH:28][CH:29]=4)[CH:16]=3)=[CH:13][CH:14]=2)[CH:6]=[CH:5][CH:4]=[CH:3][CH:2]=1. (3) Given the reactants [CH2:1]([N:3]1[C:7]([C:8]([OH:10])=O)=[CH:6][CH:5]=[N:4]1)[CH3:2].C(Cl)(=O)C(Cl)=O.[Cl:17][C:18]1[CH:23]=[CH:22][C:21]([O:24][CH3:25])=[CH:20][C:19]=1[C:26]1[C:27]([NH2:33])=[N:28][C:29]([NH2:32])=[CH:30][CH:31]=1.N1C(C)=CC=CC=1C, predict the reaction product. The product is: [NH2:33][C:27]1[N:28]=[C:29]([NH:32][C:8]([C:7]2[N:3]([CH2:1][CH3:2])[N:4]=[CH:5][CH:6]=2)=[O:10])[CH:30]=[CH:31][C:26]=1[C:19]1[CH:20]=[C:21]([O:24][CH3:25])[CH:22]=[CH:23][C:18]=1[Cl:17]. (4) Given the reactants Cl[C:2]1[C:3]2[CH:10]=[CH:9][N:8](COCC[Si](C)(C)C)[C:4]=2[N:5]=[N:6][CH:7]=1.C(OC(N1C=C(B2OC(C)(C)C(C)(C)O2)C=N1)C)C.O.C([O-])([O-])=O.[K+].[K+], predict the reaction product. The product is: [N:5]1[C:4]2[NH:8][CH:9]=[CH:10][C:3]=2[CH:2]=[CH:7][N:6]=1. (5) Given the reactants [NH:1]1[C:9]2[CH:8]=[CH:7][N:6]=[CH:5][C:4]=2[CH:3]=[C:2]1[C:10]([NH2:12])=[O:11].[C:13]1([S:19][S:19][C:13]2[CH:18]=[CH:17][CH:16]=[CH:15][CH:14]=2)[CH:18]=[CH:17][CH:16]=[CH:15][CH:14]=1, predict the reaction product. The product is: [C:13]1([S:19][C:3]2[C:4]3[CH:5]=[N:6][CH:7]=[CH:8][C:9]=3[NH:1][C:2]=2[C:10]([NH2:12])=[O:11])[CH:18]=[CH:17][CH:16]=[CH:15][CH:14]=1. (6) Given the reactants [CH2:1]([O:3][C:4]([C:6]1[S:7][C:8]([S:23][CH2:24][CH2:25][CH3:26])=[C:9]2[C:14](=O)[CH:13]([CH:16](OCC)OCC)[CH2:12][CH2:11][C:10]=12)=[O:5])[CH3:2].[CH3:27][NH:28][NH2:29].Cl, predict the reaction product. The product is: [CH2:1]([O:3][C:4]([C:6]1[S:7][C:8]([S:23][CH2:24][CH2:25][CH3:26])=[C:9]2[C:14]3[N:28]([CH3:27])[N:29]=[CH:16][C:13]=3[CH2:12][CH2:11][C:10]=12)=[O:5])[CH3:2]. (7) The product is: [Cl:30][C:31]1[N:36]=[CH:35][N:34]=[C:33]([N:17]2[CH2:18][CH2:19][CH:14]([N:10]3[CH2:9][CH2:8][C:7]4[CH:20]=[C:3]([O:2][CH3:1])[CH:4]=[CH:5][C:6]=4[NH:12][C:11]3=[O:13])[CH2:15][CH2:16]2)[N:32]=1. Given the reactants [CH3:1][O:2][C:3]1[CH:4]=[CH:5][C:6]2[NH:12][C:11](=[O:13])[N:10]([CH:14]3[CH2:19][CH2:18][NH:17][CH2:16][CH2:15]3)[CH2:9][CH2:8][C:7]=2[CH:20]=1.CCN(C(C)C)C(C)C.[Cl:30][C:31]1[N:36]=[C:35](Cl)[N:34]=[CH:33][N:32]=1, predict the reaction product. (8) Given the reactants C([NH2:4])(=O)C.B(F)(F)F.CCOCC.C([O:18][C:19](=[O:72])[CH2:20][N:21]([CH2:46][C:47]1[CH:71]=[CH:70][C:50]([C:51]([O:53][CH2:54][C:55]([C:57]2[CH:62]=[CH:61][C:60]([C:63]3[CH:68]=[CH:67][C:66]([CH3:69])=[CH:65][CH:64]=3)=[CH:59][CH:58]=2)=O)=O)=[CH:49][CH:48]=1)[C:22](=[O:45])[C:23]1[CH:28]=[CH:27][C:26]([NH:29][C:30](=[O:44])[CH2:31][C:32]2[CH:37]=[CH:36][C:35]([O:38][CH3:39])=[CH:34][C:33]=2[C:40]([F:43])([F:42])[F:41])=[CH:25][CH:24]=1)(C)(C)C.N#N, predict the reaction product. The product is: [CH3:39][O:38][C:35]1[CH:36]=[CH:37][C:32]([CH2:31][C:30]([NH:29][C:26]2[CH:27]=[CH:28][C:23]([C:22]([N:21]([CH2:20][C:19]([OH:18])=[O:72])[CH2:46][C:47]3[CH:48]=[CH:49][C:50]([C:51]4[O:53][CH:54]=[C:55]([C:57]5[CH:58]=[CH:59][C:60]([C:63]6[CH:64]=[CH:65][C:66]([CH3:69])=[CH:67][CH:68]=6)=[CH:61][CH:62]=5)[N:4]=4)=[CH:70][CH:71]=3)=[O:45])=[CH:24][CH:25]=2)=[O:44])=[C:33]([C:40]([F:42])([F:43])[F:41])[CH:34]=1.